This data is from Full USPTO retrosynthesis dataset with 1.9M reactions from patents (1976-2016). The task is: Predict the reactants needed to synthesize the given product. (1) Given the product [Cl:25][C:2]1[N:6]([C:7]2[CH:12]=[CH:11][CH:10]=[CH:9][N:8]=2)[N:5]=[CH:4][C:3]=1[C:13]([O:15][CH2:16][CH3:17])=[O:14], predict the reactants needed to synthesize it. The reactants are: N[C:2]1[N:6]([C:7]2[CH:12]=[CH:11][CH:10]=[CH:9][N:8]=2)[N:5]=[CH:4][C:3]=1[C:13]([O:15][CH2:16][CH3:17])=[O:14].N(OC(C)(C)C)=O.[Cl:25]CCCl. (2) Given the product [CH3:1][O:2][C:3](=[O:19])[C:4]1[CH:17]=[CH:16][C:7]([C:8](=[S:29])[NH:10][CH2:11][Si:12]([CH3:15])([CH3:14])[CH3:13])=[CH:6][C:5]=1[CH3:18], predict the reactants needed to synthesize it. The reactants are: [CH3:1][O:2][C:3](=[O:19])[C:4]1[CH:17]=[CH:16][C:7]([C:8]([NH:10][CH2:11][Si:12]([CH3:15])([CH3:14])[CH3:13])=O)=[CH:6][C:5]=1[CH3:18].COC1C=CC(P2(=S)SP(=S)(C3C=CC(OC)=CC=3)[S:29]2)=CC=1.